From a dataset of Catalyst prediction with 721,799 reactions and 888 catalyst types from USPTO. Predict which catalyst facilitates the given reaction. (1) Reactant: C[O:2][C:3](=[O:36])[C:4]1[CH:9]=[CH:8][CH:7]=[C:6]([C@@H:10]([N:25]2[CH2:30][C@@H:29]([CH3:31])[N:28]([CH2:32][CH:33]=[CH2:34])[CH2:27][C@@H:26]2[CH3:35])[C:11]2[CH:16]=[CH:15][CH:14]=[C:13]([O:17][Si](C(C)(C)C)(C)C)[CH:12]=2)[CH:5]=1.[OH-].[Na+].Cl. Product: [CH2:32]([N:28]1[C@H:29]([CH3:31])[CH2:30][N:25]([C@@H:10]([C:11]2[CH:16]=[CH:15][CH:14]=[C:13]([OH:17])[CH:12]=2)[C:6]2[CH:5]=[C:4]([CH:9]=[CH:8][CH:7]=2)[C:3]([OH:36])=[O:2])[C@@H:26]([CH3:35])[CH2:27]1)[CH:33]=[CH2:34]. The catalyst class is: 1. (2) Reactant: [C:1](=[O:42])(OC1C=CC([N+]([O-])=O)=CC=1)[O:2][C@H:3]1[CH2:7][C@H:6]([C:8]2[N:12]3[C:13]4[CH:19]=[CH:18][N:17](S(C5C=CC(C)=CC=5)(=O)=O)[C:14]=4[N:15]=[CH:16][C:11]3=[N:10][N:9]=2)[C@H:5]([CH2:30][CH3:31])[CH2:4]1.[CH:43]1([NH2:46])[CH2:45][CH2:44]1.[OH-].[Na+]. Product: [CH:43]1([NH:46][C:1](=[O:42])[O:2][C@H:3]2[CH2:7][C@H:6]([C:8]3[N:12]4[C:13]5[CH:19]=[CH:18][NH:17][C:14]=5[N:15]=[CH:16][C:11]4=[N:10][N:9]=3)[C@H:5]([CH2:30][CH3:31])[CH2:4]2)[CH2:45][CH2:44]1. The catalyst class is: 12.